This data is from Full USPTO retrosynthesis dataset with 1.9M reactions from patents (1976-2016). The task is: Predict the reactants needed to synthesize the given product. (1) Given the product [F:25][C:6]([F:5])([F:24])[C:7]([N:9]1[CH2:14][CH2:13][CH2:12][C@@H:11]2[C:15]3[CH:16]=[C:17]([OH:22])[CH:18]=[CH:19][C:20]=3[CH2:21][C@H:10]12)=[O:8], predict the reactants needed to synthesize it. The reactants are: B(Br)(Br)Br.[F:5][C:6]([F:25])([F:24])[C:7]([N:9]1[CH2:14][CH2:13][CH2:12][C@@H:11]2[C:15]3[CH:16]=[C:17]([O:22]C)[CH:18]=[CH:19][C:20]=3[CH2:21][C@H:10]12)=[O:8].C([O-])([O-])=O.[K+].[K+].Cl. (2) Given the product [C:18]([O:22][C:23](=[O:34])[NH:24][C@H:25]1[CH2:26][CH2:27][C@H:28]([CH2:31][CH2:32][N:6]2[CH2:5][CH2:4][N:3]([C:9]3[C:13]4[CH:14]=[N:15][CH:16]=[CH:17][C:12]=4[O:11][N:10]=3)[CH2:8][CH2:7]2)[CH2:29][CH2:30]1)([CH3:21])([CH3:20])[CH3:19], predict the reactants needed to synthesize it. The reactants are: Cl.Cl.[N:3]1([C:9]2[C:13]3[CH:14]=[N:15][CH:16]=[CH:17][C:12]=3[O:11][N:10]=2)[CH2:8][CH2:7][NH:6][CH2:5][CH2:4]1.[C:18]([O:22][C:23](=[O:34])[NH:24][C@H:25]1[CH2:30][CH2:29][C@H:28]([CH2:31][CH:32]=O)[CH2:27][CH2:26]1)([CH3:21])([CH3:20])[CH3:19].CCN(CC)CC.C([O-])(O)=O.[Na+].